This data is from Reaction yield outcomes from USPTO patents with 853,638 reactions. The task is: Predict the reaction yield, written as a fraction of the theoretical maximum amount of product (1.0 means a 100% yield; for example, 0.34 means a 34% yield). (1) The reactants are Cl[CH:2]([C:11]1[N:15]([CH3:16])[CH:14]=[N:13][CH:12]=1)[C:3]1[CH:10]=[CH:9][C:6]([C:7]#[N:8])=[CH:5][CH:4]=1.[NH4+:17].[OH-]. The catalyst is C1COCC1.ClCCl. The product is [NH2:17][CH:2]([C:11]1[N:15]([CH3:16])[CH:14]=[N:13][CH:12]=1)[C:3]1[CH:10]=[CH:9][C:6]([C:7]#[N:8])=[CH:5][CH:4]=1. The yield is 0.770. (2) The reactants are CS(O)(=O)=[O:3].[F:6][C:7]1[CH:14]=[C:13]([F:15])[C:12]([F:16])=[CH:11][C:8]=1[C:9]#N.Br[CH2:18][C:19]([O:21][CH2:22][CH3:23])=[O:20].Cl. The catalyst is [Zn].O1CCCC1. The product is [F:6][C:7]1[CH:14]=[C:13]([F:15])[C:12]([F:16])=[CH:11][C:8]=1[C:9]([CH2:18][C:19]([O:21][CH2:22][CH3:23])=[O:20])=[O:3]. The yield is 0.800. (3) The reactants are [OH-].[K+].C(O)C.[Cl:6][C:7]1[CH:12]=[CH:11][CH:10]=[C:9]([Cl:13])[C:8]=1[OH:14].[Cl:15][C:16]1[N:21]=[C:20](Cl)[CH:19]=[C:18]([Cl:23])[N:17]=1. The catalyst is O1CCCC1. The product is [Cl:15][C:16]1[N:17]=[C:18]([Cl:23])[CH:19]=[C:20]([O:14][C:8]2[C:7]([Cl:6])=[CH:12][CH:11]=[CH:10][C:9]=2[Cl:13])[N:21]=1. The yield is 0.550. (4) The reactants are [O:1]=[C:2]1[CH2:11][CH2:10][C:9]2[C:4](=[CH:5][CH:6]=[C:7](B(O)O)[CH:8]=2)[NH:3]1.COC1C=CC=C(OC)C=1C1C=CC=CC=1P(C1CCCCC1)C1CCCCC1.Cl[C:45]1[CH:46]=[CH:47][C:48]([C:54]([F:57])([F:56])[F:55])=[C:49]([CH2:51][C:52]#[N:53])[CH:50]=1.P([O-])([O-])([O-])=O.[K+].[K+].[K+]. The catalyst is O1CCOCC1.O. The product is [O:1]=[C:2]1[CH2:11][CH2:10][C:9]2[C:4](=[CH:5][CH:6]=[C:7]([C:45]3[CH:46]=[CH:47][C:48]([C:54]([F:55])([F:56])[F:57])=[C:49]([CH2:51][C:52]#[N:53])[CH:50]=3)[CH:8]=2)[NH:3]1. The yield is 0.180. (5) The reactants are ClC(Cl)(Cl)[C:3]([C:5]1[NH:6][C:7]2[CH2:8][CH2:9][CH2:10][CH2:11][C:12]=2[CH:13]=1)=[O:4].[O-][CH2:17][CH3:18].[Na+].C([OH:22])C. No catalyst specified. The product is [NH:6]1[C:7]2[CH2:8][CH2:9][CH2:10][CH2:11][C:12]=2[CH:13]=[C:5]1[C:3]([O:4][CH2:17][CH3:18])=[O:22]. The yield is 1.00.